Dataset: Full USPTO retrosynthesis dataset with 1.9M reactions from patents (1976-2016). Task: Predict the reactants needed to synthesize the given product. (1) Given the product [N+:18]([C:10]1[CH:11]=[C:12]2[C:7](=[CH:8][CH:9]=1)[NH:6][C:5]1[CH:4]=[C:3]([C:2]([F:1])([F:16])[F:17])[CH:15]=[CH:14][C:13]2=1)([O-:20])=[O:19], predict the reactants needed to synthesize it. The reactants are: [F:1][C:2]([F:17])([F:16])[C:3]1[CH:15]=[CH:14][C:13]2[C:12]3[C:7](=[CH:8][CH:9]=[CH:10][CH:11]=3)[NH:6][C:5]=2[CH:4]=1.[N+:18]([O-])([OH:20])=[O:19]. (2) Given the product [Cl:23][C:24]1[CH:29]=[C:28]([C:30]([F:31])([F:32])[F:33])[CH:27]=[CH:26][C:25]=1[C:2]1[CH:3]=[C:4]([CH2:18][C:19]([OH:21])=[O:20])[CH:5]=[CH:6][C:7]=1[C:8]1[CH:9]=[CH:10][C:11]([C:14]([F:15])([F:16])[F:17])=[CH:12][CH:13]=1, predict the reactants needed to synthesize it. The reactants are: Br[C:2]1[CH:3]=[C:4]([CH2:18][C:19]([O:21]C)=[O:20])[CH:5]=[CH:6][C:7]=1[C:8]1[CH:13]=[CH:12][C:11]([C:14]([F:17])([F:16])[F:15])=[CH:10][CH:9]=1.[Cl:23][C:24]1[CH:29]=[C:28]([C:30]([F:33])([F:32])[F:31])[CH:27]=[CH:26][C:25]=1B(O)O. (3) The reactants are: [CH3:1][N:2]1[C:10]2[CH2:9][CH2:8][N:7]([S:11]([C:14]3[CH:19]=[CH:18][C:17]([CH3:20])=[CH:16][CH:15]=3)(=[O:13])=[O:12])[CH2:6][C:5]=2[CH:4]=[C:3]1[C:21]([O:23]CC)=[O:22].[OH-].[Na+]. Given the product [CH3:1][N:2]1[C:10]2[CH2:9][CH2:8][N:7]([S:11]([C:14]3[CH:19]=[CH:18][C:17]([CH3:20])=[CH:16][CH:15]=3)(=[O:13])=[O:12])[CH2:6][C:5]=2[CH:4]=[C:3]1[C:21]([OH:23])=[O:22], predict the reactants needed to synthesize it. (4) Given the product [Cl:1][C:2]1[C:3]([C:7]([F:10])([F:9])[F:8])=[N:4][N:5]([CH2:18][C:19]([N:21]2[CH2:22][CH2:23][N:24]([C:27]3[CH:32]=[CH:31][C:30]([F:33])=[CH:29][CH:28]=3)[CH2:25][CH2:26]2)=[O:20])[CH:6]=1, predict the reactants needed to synthesize it. The reactants are: [Cl:1][C:2]1[C:3]([C:7]([F:10])([F:9])[F:8])=[N:4][NH:5][CH:6]=1.C([O-])([O-])=O.[K+].[K+].Cl[CH2:18][C:19]([N:21]1[CH2:26][CH2:25][N:24]([C:27]2[CH:32]=[CH:31][C:30]([F:33])=[CH:29][CH:28]=2)[CH2:23][CH2:22]1)=[O:20].CN(C=O)C. (5) The reactants are: [C:1]([O:5][C:6]([N:8]1[CH2:13][CH2:12][CH2:11][CH:10]([C:14]2[S:15][CH:16]=[C:17]([CH2:19]Cl)[N:18]=2)[CH2:9]1)=[O:7])([CH3:4])([CH3:3])[CH3:2].[N:21]1([C:26]2[CH:31]=[CH:30][C:29]([OH:32])=[CH:28][CH:27]=2)[CH:25]=[N:24][N:23]=[N:22]1. Given the product [C:1]([O:5][C:6]([N:8]1[CH2:13][CH2:12][CH2:11][CH:10]([C:14]2[S:15][CH:16]=[C:17]([CH2:19][O:32][C:29]3[CH:30]=[CH:31][C:26]([N:21]4[CH:25]=[N:24][N:23]=[N:22]4)=[CH:27][CH:28]=3)[N:18]=2)[CH2:9]1)=[O:7])([CH3:4])([CH3:3])[CH3:2], predict the reactants needed to synthesize it. (6) Given the product [Cl:14][C:8]1[CH:7]=[C:6]2[C:11]([C:12](=[O:13])[C:3]([CH2:2][NH:1][C:27]([N:21]3[CH2:26][CH2:25][O:24][CH2:23][CH2:22]3)=[O:28])=[CH:4][N:5]2[C:15]2[CH:16]=[CH:17][CH:18]=[CH:19][CH:20]=2)=[CH:10][CH:9]=1, predict the reactants needed to synthesize it. The reactants are: [NH2:1][CH2:2][C:3]1[C:12](=[O:13])[C:11]2[C:6](=[CH:7][C:8]([Cl:14])=[CH:9][CH:10]=2)[N:5]([C:15]2[CH:20]=[CH:19][CH:18]=[CH:17][CH:16]=2)[CH:4]=1.[N:21]1([C:27](Cl)=[O:28])[CH2:26][CH2:25][O:24][CH2:23][CH2:22]1.C(N(CC)C(C)C)(C)C. (7) Given the product [CH3:21][O:20][C:17]1[CH:18]=[CH:19][C:14]([NH:11][C:12]([NH:10][CH2:9][CH2:8][CH2:7][N:5]2[CH:6]=[C:2]([CH3:1])[N:3]=[CH:4]2)=[S:13])=[CH:15][CH:16]=1, predict the reactants needed to synthesize it. The reactants are: [CH3:1][C:2]1[N:3]=[CH:4][N:5]([CH2:7][CH2:8][CH2:9][NH2:10])[CH:6]=1.[N:11]([C:14]1[CH:19]=[CH:18][C:17]([O:20][CH3:21])=[CH:16][CH:15]=1)=[C:12]=[S:13]. (8) Given the product [OH:24][B:21]1[C:20]2[CH:25]=[C:16]([NH:15][S:14]([C:7]3[CH:8]=[CH:9][C:10]([O:12][CH3:13])=[CH:11][C:6]=3[CH2:5][C:4]([OH:28])=[O:3])(=[O:27])=[O:26])[CH:17]=[CH:18][C:19]=2[CH2:23][O:22]1, predict the reactants needed to synthesize it. The reactants are: C([O:3][C:4](=[O:28])[CH2:5][C:6]1[CH:11]=[C:10]([O:12][CH3:13])[CH:9]=[CH:8][C:7]=1[S:14](=[O:27])(=[O:26])[NH:15][C:16]1[CH:17]=[CH:18][C:19]2[CH2:23][O:22][B:21]([OH:24])[C:20]=2[CH:25]=1)C.[Li+].[OH-].O.Cl. (9) Given the product [C:1]([O:7][C:8]1[C:9]([CH3:18])=[C:10]2[N:15]([CH:16]=1)[N:14]=[CH:13][N:12]=[C:11]2[Cl:21])(=[O:6])[C:2]([CH3:5])([CH3:4])[CH3:3], predict the reactants needed to synthesize it. The reactants are: [C:1]([O:7][C:8]1[C:9]([CH3:18])=[C:10]2[N:15]([CH:16]=1)[N:14]=[CH:13][NH:12][C:11]2=O)(=[O:6])[C:2]([CH3:5])([CH3:4])[CH3:3].P(Cl)(Cl)([Cl:21])=O.CCN(CCO)CC.C1(C)C=CC=CC=1.